Dataset: Peptide-MHC class II binding affinity with 134,281 pairs from IEDB. Task: Regression. Given a peptide amino acid sequence and an MHC pseudo amino acid sequence, predict their binding affinity value. This is MHC class II binding data. (1) The peptide sequence is EQTSMAVTATDIREL. The MHC is H-2-IAb with pseudo-sequence H-2-IAb. The binding affinity (normalized) is 0.166. (2) The peptide sequence is KTYKNVYIDTYHN. The MHC is DRB5_0101 with pseudo-sequence DRB5_0101. The binding affinity (normalized) is 0.0858. (3) The peptide sequence is VTVNPFVSVATANAKVLI. The MHC is DRB1_1101 with pseudo-sequence DRB1_1101. The binding affinity (normalized) is 0.440. (4) The peptide sequence is SADFPQFKPEEITGI. The MHC is HLA-DQA10301-DQB10302 with pseudo-sequence HLA-DQA10301-DQB10302. The binding affinity (normalized) is 0.244. (5) The MHC is DRB1_1302 with pseudo-sequence DRB1_1302. The peptide sequence is YVDRFFKTLRAEQASQDV. The binding affinity (normalized) is 0.0571. (6) The peptide sequence is TEKQTSLTDRQQKLKD. The MHC is DRB1_0401 with pseudo-sequence DRB1_0401. The binding affinity (normalized) is 0. (7) The peptide sequence is AALPLLFFALAGQRI. The MHC is HLA-DQA10101-DQB10501 with pseudo-sequence HLA-DQA10101-DQB10501. The binding affinity (normalized) is 0.573. (8) The peptide sequence is VWRIDTPDKLTGPFT. The MHC is HLA-DQA10501-DQB10201 with pseudo-sequence HLA-DQA10501-DQB10201. The binding affinity (normalized) is 0.349. (9) The peptide sequence is HPQQFIYAGSLSALL. The MHC is HLA-DQA10301-DQB10302 with pseudo-sequence HLA-DQA10301-DQB10302. The binding affinity (normalized) is 0.521.